From a dataset of Full USPTO retrosynthesis dataset with 1.9M reactions from patents (1976-2016). Predict the reactants needed to synthesize the given product. (1) Given the product [F:19][C:12]1[CH:13]=[CH:14][CH:15]=[C:16]([O:17][CH3:18])[C:11]=1[CH:2]1[N:1]([CH2:27][C:26]2[CH:29]=[CH:30][C:23]([O:22][C:21]([F:20])([F:31])[F:32])=[CH:24][CH:25]=2)[C:5](=[O:7])[CH:4]([CH3:10])[CH2:3]1, predict the reactants needed to synthesize it. The reactants are: [NH2:1][CH:2]([C:11]1[C:16]([O:17][CH3:18])=[CH:15][CH:14]=[CH:13][C:12]=1[F:19])[CH2:3][CH:4]([CH3:10])[C:5]([O:7]CC)=O.[F:20][C:21]([F:32])([F:31])[O:22][C:23]1[CH:30]=[CH:29][C:26]([CH:27]=O)=[CH:25][CH:24]=1. (2) Given the product [CH3:18][O:19][CH2:20][CH:21]1[CH2:25][CH2:24][N:23]([C:2]2[CH:3]=[N:4][N:5]3[CH2:10][CH2:9][N:8]([C:11]([O:13][C:14]([CH3:17])([CH3:16])[CH3:15])=[O:12])[CH2:7][C:6]=23)[CH2:22]1, predict the reactants needed to synthesize it. The reactants are: I[C:2]1[CH:3]=[N:4][N:5]2[CH2:10][CH2:9][N:8]([C:11]([O:13][C:14]([CH3:17])([CH3:16])[CH3:15])=[O:12])[CH2:7][C:6]=12.[CH3:18][O:19][CH2:20][CH:21]1[CH2:25][CH2:24][NH:23][CH2:22]1.N1CCC[C@H]1C(O)=O.C([O-])([O-])=O.[K+].[K+]. (3) Given the product [Cl:1][C:2]1[CH:3]=[CH:4][C:5]2[NH:11][C:10](=[N:35][NH:34][C:32]([CH:29]3[CH2:31][CH2:30]3)=[O:33])[C@@H:9]([CH2:13][C:14]([O:16][CH3:17])=[O:15])[S:8][C@H:7]([C:18]3[CH:23]=[CH:22][CH:21]=[C:20]([O:24][CH3:25])[C:19]=3[O:26][CH3:27])[C:6]=2[CH:28]=1, predict the reactants needed to synthesize it. The reactants are: [Cl:1][C:2]1[CH:3]=[CH:4][C:5]2[NH:11][C:10](=S)[C@@H:9]([CH2:13][C:14]([O:16][CH3:17])=[O:15])[S:8][C@H:7]([C:18]3[CH:23]=[CH:22][CH:21]=[C:20]([O:24][CH3:25])[C:19]=3[O:26][CH3:27])[C:6]=2[CH:28]=1.[CH:29]1([C:32]([NH:34][NH2:35])=[O:33])[CH2:31][CH2:30]1.O. (4) Given the product [ClH:37].[O:1]1[C:5]2([CH2:10][CH2:9][CH:8]([N:12]3[CH2:17][CH2:16][O:15][CH2:14][CH2:13]3)[CH2:7][CH2:6]2)[O:4][CH2:3][CH2:2]1, predict the reactants needed to synthesize it. The reactants are: [O:1]1[C:5]2([CH2:10][CH2:9][C:8](=O)[CH2:7][CH2:6]2)[O:4][CH2:3][CH2:2]1.[NH:12]1[CH2:17][CH2:16][O:15][CH2:14][CH2:13]1.[BH-](OC(C)=O)(OC(C)=O)OC(C)=O.[Na+].C(O)(=O)C.C(Cl)[Cl:37]. (5) Given the product [CH3:44][O:43][C:40]1[CH:39]=[CH:38][C:37]([C:36]([C:35]2[CH:34]=[CH:33][C:32]([O:31][CH3:30])=[CH:53][CH:52]=2)([C:45]2[CH:50]=[CH:49][CH:48]=[CH:47][CH:46]=2)[NH:18][C:10]2[O:11][C@H:12]([C:14]([F:16])([F:15])[F:17])[CH2:13][C@:8]([C:6]3[C:5]([F:20])=[CH:4][CH:3]=[C:2]([Cl:1])[N:7]=3)([CH3:19])[N:9]=2)=[CH:42][CH:41]=1, predict the reactants needed to synthesize it. The reactants are: [Cl:1][C:2]1[N:7]=[C:6]([C@:8]2([CH3:19])[CH2:13][C@@H:12]([C:14]([F:17])([F:16])[F:15])[O:11][C:10]([NH2:18])=[N:9]2)[C:5]([F:20])=[CH:4][CH:3]=1.C(N(C(C)C)CC)(C)C.[CH3:30][O:31][C:32]1[CH:53]=[CH:52][C:35]([C:36](Cl)([C:45]2[CH:50]=[CH:49][CH:48]=[CH:47][CH:46]=2)[C:37]2[CH:42]=[CH:41][C:40]([O:43][CH3:44])=[CH:39][CH:38]=2)=[CH:34][CH:33]=1. (6) Given the product [N+:36]([C:20]1[CH:21]=[C:22]([C@H:25]2[CH2:30][CH2:29][C@H:28]([CH2:31][C:32]([O:34][CH3:35])=[O:33])[CH2:27][CH2:26]2)[CH:23]=[CH:24][C:19]=1[NH:18][C:16]([C:15]1[O:39][C:11]([NH:10][C:3]2[CH:4]=[C:5]([F:9])[C:6]([F:8])=[CH:7][C:2]=2[F:1])=[N:14][N:13]=1)=[O:17])([O-:38])=[O:37], predict the reactants needed to synthesize it. The reactants are: [F:1][C:2]1[CH:7]=[C:6]([F:8])[C:5]([F:9])=[CH:4][C:3]=1[N:10]=[C:11]=S.[NH:13]([C:15](=[O:39])[C:16]([NH:18][C:19]1[CH:24]=[CH:23][C:22]([C@H:25]2[CH2:30][CH2:29][C@H:28]([CH2:31][C:32]([O:34][CH3:35])=[O:33])[CH2:27][CH2:26]2)=[CH:21][C:20]=1[N+:36]([O-:38])=[O:37])=[O:17])[NH2:14].CCN=C=NCCCN(C)C. (7) Given the product [CH3:6][O:7][NH:8][C:9]([C:11]1[C:12](=[O:45])[C:13]2[CH:18]=[N:17][C:16]([NH:19][C:20]3[CH:25]=[CH:24][C:23]([CH:26]4[CH2:27][CH2:28][N:4]([S:1](=[O:3])(=[O:2])[NH2:5])[CH2:30][CH2:31]4)=[CH:22][CH:21]=3)=[N:15][C:14]=2[N:32]([C:34]2[CH:35]=[CH:36][C:37]([O:40][C:41]([F:42])([F:44])[F:43])=[CH:38][CH:39]=2)[CH:33]=1)=[O:10], predict the reactants needed to synthesize it. The reactants are: [S:1]([NH2:5])([NH2:4])(=[O:3])=[O:2].[CH3:6][O:7][NH:8][C:9]([C:11]1[C:12](=[O:45])[C:13]2[CH:18]=[N:17][C:16]([NH:19][C:20]3[CH:25]=[CH:24][C:23]([CH:26]4[CH2:31][CH2:30]N[CH2:28][CH2:27]4)=[CH:22][CH:21]=3)=[N:15][C:14]=2[N:32]([C:34]2[CH:39]=[CH:38][C:37]([O:40][C:41]([F:44])([F:43])[F:42])=[CH:36][CH:35]=2)[CH:33]=1)=[O:10]. (8) Given the product [CH3:1][C:2]1[CH:3]=[C:4]2[C:8](=[C:9]([NH:11][S:12]([C:15]3[S:16][CH:17]=[CH:18][CH:19]=3)(=[O:14])=[O:13])[CH:10]=1)[NH:7][C:6]([C:20]([OH:22])=[O:21])=[CH:5]2, predict the reactants needed to synthesize it. The reactants are: [CH3:1][C:2]1[CH:3]=[C:4]2[C:8](=[C:9]([NH:11][S:12]([C:15]3[S:16][CH:17]=[CH:18][CH:19]=3)(=[O:14])=[O:13])[CH:10]=1)[NH:7][C:6]([C:20]([O:22]CC)=[O:21])=[CH:5]2.CO.[OH-].[K+].C(O)(=O)CC(CC(O)=O)(C(O)=O)O.